This data is from Reaction yield outcomes from USPTO patents with 853,638 reactions. The task is: Predict the reaction yield, written as a fraction of the theoretical maximum amount of product (1.0 means a 100% yield; for example, 0.34 means a 34% yield). (1) The reactants are [NH2:1][C:2]1[S:6][N:5]=[C:4]([CH3:7])[C:3]=1[C:8]#[N:9].[C:10](Cl)(=[O:15])[CH2:11][CH:12]([CH3:14])[CH3:13]. The catalyst is N1C=CC=CC=1.C(Cl)(Cl)Cl. The product is [C:8]([C:3]1[C:4]([CH3:7])=[N:5][S:6][C:2]=1[NH:1][C:10](=[O:15])[CH2:11][CH:12]([CH3:14])[CH3:13])#[N:9]. The yield is 0.880. (2) The reactants are [Cl-:1].[Al+3].[Cl-].[Cl-].[CH:5]1[C:10]2[S:11][CH2:12][CH2:13][CH2:14][O:15][C:9]=2[C:8]([C:16]([NH2:18])=[O:17])=[CH:7][CH:6]=1.[C:19](Cl)(=[O:21])[CH3:20]. The catalyst is ClCCl. The product is [C:19]([C:6]1[CH:5]=[C:10]([S:11][CH2:12][CH2:13][CH2:14][Cl:1])[C:9]([OH:15])=[C:8]([CH:7]=1)[C:16]([NH2:18])=[O:17])(=[O:21])[CH3:20]. The yield is 0.440. (3) The reactants are COC1C=CC(C[N:8]2[C:12]3[N:13]=[CH:14][C:15]4[CH2:16][CH2:17][C:18]5[N:23]=[C:22]([CH3:24])[S:21][C:19]=5[C:20]=4[C:11]=3[CH:10]=[N:9]2)=CC=1.O.C(=O)([O-])[O-].[K+].[K+]. The catalyst is FC(F)(F)C(O)=O. The product is [CH3:24][C:22]1[S:21][C:19]2[C:20]3[C:11]4[CH:10]=[N:9][NH:8][C:12]=4[N:13]=[CH:14][C:15]=3[CH2:16][CH2:17][C:18]=2[N:23]=1. The yield is 0.130. (4) The reactants are [F:1][C:2]1[CH:7]=[CH:6][C:5]([CH2:8][CH2:9][CH2:10][O:11][C:12]2[C:13]([O:25][CH3:26])=[C:14]([C:22](=[O:24])[CH3:23])[C:15]([CH3:21])=[C:16]([CH3:20])[C:17]=2[O:18][CH3:19])=[CH:4][CH:3]=1.B(Cl)(Cl)Cl.Br[CH2:32][CH2:33]Br.[Br-].[NH:36]1[CH2:41]C[O:39][CH2:38][CH2:37]1. No catalyst specified. The product is [F:1][C:2]1[CH:3]=[CH:4][C:5]([CH2:8][CH2:9][CH2:10][O:11][C:12]2[C:13]([O:25][CH2:26][CH2:41][N:36]3[CH2:33][CH2:32][O:39][CH2:38][CH2:37]3)=[C:14]([C:22](=[O:24])[CH3:23])[C:15]([CH3:21])=[C:16]([CH3:20])[C:17]=2[O:18][CH3:19])=[CH:6][CH:7]=1. The yield is 0.330. (5) The reactants are S([O-])(=O)(C1C=CC([NH2:9])=CC=1)=O.[Na+].N([O-])=O.[Na+].[ClH:17].[NH2:18][C:19]1[CH:28]=[C:27]2[C:22]([CH:23]=[C:24]([S:30]([OH:33])(=[O:32])=[O:31])[CH:25]=[C:26]2[OH:29])=[CH:21][CH:20]=1.S(S([O-])=O)([O-])=O.[Na+].[Na+]. The catalyst is O. The product is [ClH:17].[ClH:17].[NH2:18][C:19]1[C:28]([NH2:9])=[C:27]2[C:22]([CH:23]=[C:24]([S:30]([OH:33])(=[O:31])=[O:32])[CH:25]=[C:26]2[OH:29])=[CH:21][CH:20]=1. The yield is 0.450. (6) The reactants are O=P(Cl)(Cl)Cl.CN([CH:9]=[O:10])C.[N+:11]([C:14]1[CH:19]=[CH:18][CH:17]=[CH:16][C:15]=1[N:20]1[CH:24]=[CH:23][CH:22]=[CH:21]1)([O-:13])=[O:12].CC([O-])=O.[Na+]. The catalyst is C(Cl)(Cl)(Cl)Cl.O. The product is [N+:11]([C:14]1[CH:19]=[CH:18][CH:17]=[CH:16][C:15]=1[N:20]1[CH:24]=[CH:23][CH:22]=[C:21]1[CH:9]=[O:10])([O-:13])=[O:12]. The yield is 0.650. (7) The yield is 0.810. The reactants are CO.[O:3]=[C:4]1[CH:9]=[CH:8][CH:7]=[CH:6][N:5]1[CH:10]([C:12]1[CH:21]=[CH:20][C:15]([C:16]([O:18]C)=[O:17])=[CH:14][CH:13]=1)[CH3:11].O.[OH-].[Li+].Cl. The catalyst is O. The product is [O:3]=[C:4]1[CH:9]=[CH:8][CH:7]=[CH:6][N:5]1[CH:10]([C:12]1[CH:13]=[CH:14][C:15]([C:16]([OH:18])=[O:17])=[CH:20][CH:21]=1)[CH3:11]. (8) The reactants are [I:1][C:2]1[CH:3]=[C:4]2[C:8](=[CH:9][CH:10]=1)[NH:7][C:6](=[O:11])[C:5]2=O.[N+:13]([C:16]1[CH:17]=[C:18]([C:22]2[N:23]=[N:24][N:25]([CH2:27][C:28]([NH:30][NH2:31])=[O:29])[N:26]=2)[CH:19]=[CH:20][CH:21]=1)([O-:15])=[O:14]. The catalyst is C(O)(=O)C. The product is [N+:13]([C:16]1[CH:17]=[C:18]([C:22]2[N:23]=[N:24][N:25]([CH2:27][C:28]([NH:30][N:31]=[C:5]3[C:4]4[C:8](=[CH:9][CH:10]=[C:2]([I:1])[CH:3]=4)[NH:7][C:6]3=[O:11])=[O:29])[N:26]=2)[CH:19]=[CH:20][CH:21]=1)([O-:15])=[O:14]. The yield is 0.770.